From a dataset of Peptide-MHC class I binding affinity with 185,985 pairs from IEDB/IMGT. Regression. Given a peptide amino acid sequence and an MHC pseudo amino acid sequence, predict their binding affinity value. This is MHC class I binding data. (1) The peptide sequence is RPWMLDKYF. The MHC is HLA-A26:01 with pseudo-sequence HLA-A26:01. The binding affinity (normalized) is 0.0847. (2) The peptide sequence is ASPKGPVI. The MHC is Mamu-A01 with pseudo-sequence Mamu-A01. The binding affinity (normalized) is 0.618. (3) The peptide sequence is AIIDYIAYM. The MHC is HLA-A02:03 with pseudo-sequence HLA-A02:03. The binding affinity (normalized) is 1.00.